This data is from Full USPTO retrosynthesis dataset with 1.9M reactions from patents (1976-2016). The task is: Predict the reactants needed to synthesize the given product. (1) Given the product [NH2:14][C:15]1[CH:16]=[C:17]([CH:21]=[CH:22][C:23]=1[O:24][C:25]([F:26])([F:27])[F:28])[C:18]([NH:7][C:4]1[CH:3]=[CH:2][C:1]([C:8]2[CH:13]=[CH:12][CH:11]=[CH:10][CH:9]=2)=[CH:6][CH:5]=1)=[O:19], predict the reactants needed to synthesize it. The reactants are: [C:1]1([C:8]2[CH:13]=[CH:12][CH:11]=[CH:10][CH:9]=2)[CH:6]=[CH:5][C:4]([NH2:7])=[CH:3][CH:2]=1.[NH2:14][C:15]1[CH:16]=[C:17]([CH:21]=[CH:22][C:23]=1[O:24][C:25]([F:28])([F:27])[F:26])[C:18](O)=[O:19].F[P-](F)(F)(F)(F)F.N1(O[P+](N2CCCC2)(N2CCCC2)N2CCCC2)C2C=CC=CC=2N=N1.C(N(C(C)C)CC)(C)C. (2) Given the product [CH3:1][N:2]([CH3:5])[CH:3]=[C:25]([C:22]1[CH:21]=[CH:20][C:19]([C:18]([F:17])([F:29])[F:30])=[CH:24][CH:23]=1)[CH:26]=[O:27], predict the reactants needed to synthesize it. The reactants are: [CH3:1][N+:2]([CH3:5])=[CH:3]Cl.[Cl-].CN(C)C=O.P(Cl)(Cl)(Cl)=O.[F:17][C:18]([F:30])([F:29])[C:19]1[CH:24]=[CH:23][C:22]([CH2:25][C:26](O)=[O:27])=[CH:21][CH:20]=1.C([O-])([O-])=O.[Na+].[Na+]. (3) The reactants are: [CH3:1][C:2]1[N:7]([C:8]2[CH:13]=[CH:12][CH:11]=[C:10]([C:14]([F:17])([F:16])[F:15])[CH:9]=2)[C:6](=[O:18])[C:5]([C:19]([OH:21])=O)=[CH:4][C:3]=1[C:22]1[N:26]([CH3:27])[N:25]=[CH:24][CH:23]=1.Cl.[CH3:29][S:30]([C:33]1[CH:34]=[CH:35][C:36]([CH2:39][NH2:40])=[N:37][CH:38]=1)(=[O:32])=[O:31].O. Given the product [CH3:1][C:2]1[N:7]([C:8]2[CH:13]=[CH:12][CH:11]=[C:10]([C:14]([F:16])([F:15])[F:17])[CH:9]=2)[C:6](=[O:18])[C:5]([C:19]([NH:40][CH2:39][C:36]2[CH:35]=[CH:34][C:33]([S:30]([CH3:29])(=[O:32])=[O:31])=[CH:38][N:37]=2)=[O:21])=[CH:4][C:3]=1[C:22]1[N:26]([CH3:27])[N:25]=[CH:24][CH:23]=1, predict the reactants needed to synthesize it. (4) Given the product [N:1]1([CH2:6][C:7]2[CH:16]=[CH:15][C:14]3[C:9](=[CH:10][CH:11]=[C:12]([NH2:17])[CH:13]=3)[N:8]=2)[CH2:5][CH2:4][CH2:3][CH2:2]1, predict the reactants needed to synthesize it. The reactants are: [N:1]1([CH2:6][C:7]2[CH:16]=[CH:15][C:14]3[C:9](=[CH:10][CH:11]=[C:12]([NH:17]C(=O)C)[CH:13]=3)[N:8]=2)[CH2:5][CH2:4][CH2:3][CH2:2]1. (5) Given the product [CH3:49][O:48][CH2:47][CH2:46][N:43]1[CH2:44][CH2:45][C:39]2[CH:38]=[C:37]([NH:36][C:33]3[N:32]=[CH:31][C:30]4=[CH:29][CH:28]=[C:27]([C:14]5[CH:15]=[CH:16][CH:17]=[CH:18][CH:19]=5)[N:35]4[N:34]=3)[CH:51]=[CH:50][C:40]=2[CH2:41][CH2:42]1, predict the reactants needed to synthesize it. The reactants are: [C:14]1(P([C:14]2[CH:19]=[CH:18][CH:17]=[CH:16][CH:15]=2)[C:14]2[CH:19]=[CH:18][CH:17]=[CH:16][CH:15]=2)[CH:19]=[CH:18][CH:17]=[CH:16][CH:15]=1.O1CCOCC1.Br[C:27]1[N:35]2[C:30]([CH:31]=[N:32][C:33]([NH:36][C:37]3[CH:51]=[CH:50][C:40]4[CH2:41][CH2:42][N:43]([CH2:46][CH2:47][O:48][CH3:49])[CH2:44][CH2:45][C:39]=4[CH:38]=3)=[N:34]2)=[CH:29][CH:28]=1.C1(B(O)O)C=CC=CC=1.CN(C)C=O.O. (6) Given the product [NH2:1][CH2:2][C:3]([NH:5][CH2:6][C:7]([NH:40][CH2:39][C:37]([NH:36][CH2:35][C:33]([NH:32][C@H:28]([C:29]([OH:31])=[O:30])[C@H:26]([CH2:25][CH3:24])[CH3:27])=[O:34])=[O:38])=[O:8])=[O:4].[CH3:41][N:42]1[C@@H:59]2[CH2:60][C:47]3[CH:48]=[CH:49][C:50]([O:61][CH3:62])=[C:51]4[O:52][C@H:53]5[C:54]([CH2:56][CH2:57][C@@H:58]2[C@:45]5([C:46]=34)[CH2:44][CH2:43]1)=[O:55], predict the reactants needed to synthesize it. The reactants are: [NH:1](C(OC(C)(C)C)=O)[CH2:2][C:3]([NH:5][CH2:6][C:7](ON1C(=O)CCC1=O)=[O:8])=[O:4].[CH3:24][CH2:25][C@@H:26]([C@H:28]([NH:32][C:33]([CH2:35][NH:36][C:37]([CH2:39][NH2:40])=[O:38])=[O:34])[C:29]([OH:31])=[O:30])[CH3:27].[CH3:41][N:42]1[C@@H:59]2[CH2:60][C:47]3[CH:48]=[CH:49][C:50]([O:61][CH3:62])=[C:51]4[O:52][C@H:53]5[C:54]([CH2:56][CH2:57][C@@H:58]2[C@:45]5([C:46]=34)[CH2:44][CH2:43]1)=[O:55]. (7) Given the product [N:21]1([C:19]2[C:18]3[C:13](=[CH:14][CH:15]=[CH:16][CH:17]=3)[N:12]=[C:11]([C:9]([OH:10])=[O:1])[CH:20]=2)[CH2:26][CH2:25][O:24][CH2:23][CH2:22]1, predict the reactants needed to synthesize it. The reactants are: [OH-:1].[Na+].N1([C:9]([C:11]2[CH:20]=[C:19]([N:21]3[CH2:26][CH2:25][O:24][CH2:23][CH2:22]3)[C:18]3[C:13](=[CH:14][CH:15]=[CH:16][CH:17]=3)[N:12]=2)=[O:10])CCOCC1.